The task is: Regression. Given two drug SMILES strings and cell line genomic features, predict the synergy score measuring deviation from expected non-interaction effect.. This data is from NCI-60 drug combinations with 297,098 pairs across 59 cell lines. Drug 1: CC1=CC2C(CCC3(C2CCC3(C(=O)C)OC(=O)C)C)C4(C1=CC(=O)CC4)C. Drug 2: CC(C1=C(C=CC(=C1Cl)F)Cl)OC2=C(N=CC(=C2)C3=CN(N=C3)C4CCNCC4)N. Cell line: SN12C. Synergy scores: CSS=13.6, Synergy_ZIP=-0.0930, Synergy_Bliss=5.52, Synergy_Loewe=-0.506, Synergy_HSA=7.50.